This data is from Experimentally validated miRNA-target interactions with 360,000+ pairs, plus equal number of negative samples. The task is: Binary Classification. Given a miRNA mature sequence and a target amino acid sequence, predict their likelihood of interaction. The protein sequence of the target gene is MVTWVLNYLLVAFLFAISYNIDAASAGITRHYQFDIQLKNITRLCKTKTIVTVNGKFPGPRVTAREGDNLQIKVVNHVSNNISIHWHGIRQLRSGWADGPSYVTQCPIRMGQSYVYNFTVTGQRGTLWWHAHIQWMRATVYGPLIILPKLHQPYPFPKPYKQVPILFGEWFNADPQAVVQQALQTGAGPNASDAHTFNGLPGPLYNCSTKDTYKLMVKPGKTYLLRLINAALNDELFFTIANHTLTVVEADACYVKPFQTNIVLLGPGQTTNVLLKTKPIYPNATFYMLARPYFTGQGTI.... Result: 0 (no interaction). The miRNA is hsa-miR-6510-5p with sequence CAGCAGGGGAGAGAGAGGAGUC.